From a dataset of Catalyst prediction with 721,799 reactions and 888 catalyst types from USPTO. Predict which catalyst facilitates the given reaction. (1) Reactant: [C:1]([O:5][C:6]([N:8]([C:26]([O:28][C:29]([CH3:32])([CH3:31])[CH3:30])=[O:27])[C@@H:9]([C:23](O)=[O:24])[CH2:10][CH2:11][C@@H:12]([C:15]1[CH:20]=[CH:19][CH:18]=[C:17]([F:21])[C:16]=1[F:22])[CH2:13][NH2:14])=[O:7])([CH3:4])([CH3:3])[CH3:2].Cl[CH2:34][C:35]([CH3:38])([OH:37])[CH3:36].C(N(C(C)C)CC)(C)C.C(Cl)CCl.C1C=NC2N(O)N=NC=2C=1.C([O-])(O)=O.[Na+]. Product: [C:1]([O:5][C:6]([N:8]([C@@H:9]1[CH2:10][CH2:11][C@@H:12]([C:15]2[CH:20]=[CH:19][CH:18]=[C:17]([F:21])[C:16]=2[F:22])[CH2:13][N:14]([CH2:34][C:35]([OH:37])([CH3:38])[CH3:36])[C:23]1=[O:24])[C:26]([O:28][C:29]([CH3:30])([CH3:31])[CH3:32])=[O:27])=[O:7])([CH3:2])([CH3:3])[CH3:4]. The catalyst class is: 271. (2) Reactant: Cl.[NH2:2][CH2:3][C@H:4]1[CH2:9][CH2:8][C@H:7]([C:10]([NH:12][C@@H:13]([CH2:37][C:38]2[CH:43]=[CH:42][C:41]([C:44]3[CH:49]=[CH:48][C:47]([C:50](=[O:59])[NH:51][CH:52]4[CH2:57][CH2:56][N:55]([CH3:58])[CH2:54][CH2:53]4)=[CH:46][C:45]=3[CH3:60])=[CH:40][CH:39]=2)[C:14]([NH:16][C:17]2[CH:22]=[CH:21][C:20]([C:23]3[NH:27][N:26]=[C:25]([C:28]([F:36])([F:35])[C:29]([F:34])([F:33])[C:30]([OH:32])=[O:31])[N:24]=3)=[CH:19][CH:18]=2)=[O:15])=[O:11])[CH2:6][CH2:5]1.[Cl-].C(=O)([O-])O.[Na+]. Product: [NH2:2][CH2:3][C@H:4]1[CH2:5][CH2:6][C@H:7]([C:10]([NH:12][C@@H:13]([CH2:37][C:38]2[CH:39]=[CH:40][C:41]([C:44]3[CH:49]=[CH:48][C:47]([C:50](=[O:59])[NH:51][CH:52]4[CH2:53][CH2:54][N:55]([CH3:58])[CH2:56][CH2:57]4)=[CH:46][C:45]=3[CH3:60])=[CH:42][CH:43]=2)[C:14]([NH:16][C:17]2[CH:22]=[CH:21][C:20]([C:23]3[NH:27][N:26]=[C:25]([C:28]([F:36])([F:35])[C:29]([F:33])([F:34])[C:30]([OH:32])=[O:31])[N:24]=3)=[CH:19][CH:18]=2)=[O:15])=[O:11])[CH2:8][CH2:9]1. The catalyst class is: 6. (3) Reactant: C[O:2][C:3](=[O:51])[CH2:4][CH2:5][C@H:6]([C@@H:8]1[C@:25]2([CH3:26])[C@H:11]([C@H:12]3[C@H:22]([CH2:23][C@@H:24]2[OH:27])[C@:20]2([CH3:21])[C@@H:15]([CH2:16][C@@H:17]([NH:28][C:29](=[O:49])[CH2:30][CH2:31][CH2:32][CH2:33][CH2:34][CH2:35][CH2:36][CH2:37][CH2:38][CH2:39][CH2:40][CH2:41][CH2:42][CH2:43][CH2:44][CH2:45][CH2:46][CH2:47][CH3:48])[CH2:18][CH2:19]2)[CH2:14][C@H:13]3[OH:50])[CH2:10][CH2:9]1)[CH3:7].[OH-].[Na+]. Product: [C:29]([NH:28][C@H:17]1[CH2:18][CH2:19][C@@:20]2([CH3:21])[C@H:15]([CH2:14][C@@H:13]([OH:50])[C@@H:12]3[C@@H:22]2[CH2:23][C@H:24]([OH:27])[C@@:25]2([CH3:26])[C@H:11]3[CH2:10][CH2:9][C@@H:8]2[C@H:6]([CH3:7])[CH2:5][CH2:4][C:3]([OH:51])=[O:2])[CH2:16]1)(=[O:49])[CH2:30][CH2:31][CH2:32][CH2:33][CH2:34][CH2:35][CH2:36][CH2:37][CH2:38][CH2:39][CH2:40][CH2:41][CH2:42][CH2:43][CH2:44][CH2:45][CH2:46][CH2:47][CH3:48]. The catalyst class is: 5. (4) Reactant: [CH:1]1([CH2:7][O:8][N:9]2C(=O)C3C(=CC=CC=3)C2=O)[CH2:6][CH2:5][CH2:4][CH2:3][CH2:2]1.NN.[CH3:22][O:23][C:24]1[CH:29]=[CH:28][C:27]([S:30](Cl)(=[O:32])=[O:31])=[CH:26][CH:25]=1.C(N(C(C)C)CC)(C)C. Product: [CH:1]1([CH2:7][O:8][NH:9][S:30]([C:27]2[CH:26]=[CH:25][C:24]([O:23][CH3:22])=[CH:29][CH:28]=2)(=[O:32])=[O:31])[CH2:2][CH2:3][CH2:4][CH2:5][CH2:6]1. The catalyst class is: 1.